From a dataset of Experimentally validated miRNA-target interactions with 360,000+ pairs, plus equal number of negative samples. Binary Classification. Given a miRNA mature sequence and a target amino acid sequence, predict their likelihood of interaction. (1) The miRNA is hsa-miR-4476 with sequence CAGGAAGGAUUUAGGGACAGGC. The protein sequence of the target gene is MSGGKKKSSFQITSVTTDYEGPGSPGASDPPTPQPPTGPPPRLPNGEPSPDPGGKGTPRNGSPPPGAPSSRFRVVKLPHGLGEPYRRGRWTCVDVYERDLEPHSFGGLLEGIRGASGGAGGRSLDSRLELASLGLGAPTPPSGLSQGPTSWLRPPPTSPGPQARSFTGGLGQLVVPSKAKAEKPPLSASSPQQRPPEPETGESAGTSRAATPLPSLRVEAEAGGSGARTPPLSRRKAVDMRLRMELGAPEEMGQVPPLDSRPSSPALYFTHDASLVHKSPDPFGAVAAQKFSLAHSMLAI.... Result: 0 (no interaction). (2) The miRNA is mmu-miR-362-3p with sequence AACACACCUGUUCAAGGAUUCA. The protein sequence of the target gene is MMTSVGTNRARGNWEQPQNQNQTQHKQRPQATAEQIRLAQMISDHNDADFEEKVKQLIDITGKNQDECVIALHDCNGDVNRAINVLLEGNPDTHSWEMVGKKKGVSGQKDGGQTESNEEGKENRDRDRDYSRRRGGPPRRGRGASRGREFRGQENGLDGTKSGGPSGRGTDRGRRGRGRGRGSSGRRGGRFSAQGMGTFNPADYAEPANTDDNYGNSSGNTWNNTGHFEPDDGTRLDFIGVEGSNYPRKFETAPGAWRTATEEWGTEDWNEDLSETKIFTASNVSSVPLPAENVTITAGQ.... Result: 1 (interaction). (3) The miRNA is hsa-miR-675-3p with sequence CUGUAUGCCCUCACCGCUCA. The protein sequence of the target gene is MATRVRTASIWVPPLQERNSSWDRIRKLQGQESILGQGTPGLQPLPGTPRQKQKSRRIEKVLEWLFISQEQPKITKSWGPLSFMDVFVDFTWEEWQLLDPAQKCLYRSVMLENYSNLVSLGYQHTKPDIIFKLEQGEELCMVQAQVPNQTCPNTVWKIDDLMDWHQENKDKLGSTAKSFECTTFGKLCLLSTKYLSRQKPHKCGTHGKSLKYIDFTSDYARNNPNGFQVHGKSFFHSKHEQTVIGIKYCESIESGKTVNKKSQLMCQQMYMGEKPFGCSCCEKAFSSKSYLLVHQQTHAE.... Result: 1 (interaction). (4) The protein sequence of the target gene is MAFFSRLNLQEGLQTFFVLQWIPVYIFLGAIPILLIPYFLLFSKFWPLAVLSLAWLTYDWNTHSQGGRRSAWVRNWTLWKYFRNYFPVKLVKTHDLSPKHNYIIANHPHGILSFGVFINFATEATGIARIFPSITPFVGTLERIFWIPIVREYVMSMGVCPVSSSALKYLLTQKGSGNAVVIVVGGAAEALLCRPGASTLFLKQRKGFVKMALQTGAYLVPSYSFGENEVFNQETFPEGTWLRLFQKTFQDTFKKILGLNFCTFHGRGFTRGSWGFLPFNRPITTVVGEPLPIPRIKRPN.... The miRNA is hsa-miR-891a-3p with sequence AGUGGCACAUGUUUGUUGUGAG. Result: 1 (interaction). (5) The miRNA is hsa-miR-3689c with sequence CUGGGAGGUGUGAUAUUGUGGU. The protein sequence of the target gene is MGKPSSMDTKFKDDLFRKYVQFHESKVDTTTSRQRPGSDECLRVAASTLLSLHKVDPFYRFRLIQFYEVVESSLRSLSSSSLRALHGAFSMLETVGINLFLYPWKKEFRSIKTYTGPFVYYVKSTLLEEDIRAILSCMGYTPELGTAYKLRELVETLQVKMVSFELFLAKVECEQMLEIHSQVKDKGYSELDIVSERKSSAEDVRGCSDALRRRAEGREHLTASMSRVALQKSASERAAKDYYKPRVTKPSRSVDAYDSYWESRKPPLKASLSLRKEPVATDVGDDLKDEIIRPSPSLLT.... Result: 1 (interaction). (6) The miRNA is hsa-miR-7154-5p with sequence UUCAUGAACUGGGUCUAGCUUGG. The protein sequence of the target gene is MSKPVDHVKRPMNAFMVWSRAQRRKMAQENPKMHNSEISKRLGAEWKLLTESEKRPFIDEAKRLRAMHMKEHPDYKYRPRRKPKTLLKKDKFAFPVPYGLGSVADAEHPALKAGAGLHAGAGGGLVPESLLANPEKAAAAAAAAAARVFFPQSAAAAAAAAAAAAAGSPYSLLDLGSKMAEISSSSSGLPYASSLGYPTAGAGAFHGAAAAAAAAAAAAGGHTHSHPSPGNPGYMIPCNCSAWPSPGLQPPLAYILLPGMGKPQLDPYPAAYAAAL. Result: 0 (no interaction).